This data is from NCI-60 drug combinations with 297,098 pairs across 59 cell lines. The task is: Regression. Given two drug SMILES strings and cell line genomic features, predict the synergy score measuring deviation from expected non-interaction effect. (1) Drug 1: COC1=C(C=C2C(=C1)N=CN=C2NC3=CC(=C(C=C3)F)Cl)OCCCN4CCOCC4. Drug 2: CC1=CC=C(C=C1)C2=CC(=NN2C3=CC=C(C=C3)S(=O)(=O)N)C(F)(F)F. Cell line: IGROV1. Synergy scores: CSS=46.7, Synergy_ZIP=-0.0612, Synergy_Bliss=0.512, Synergy_Loewe=-13.6, Synergy_HSA=2.31. (2) Drug 1: C1CC(=O)NC(=O)C1N2CC3=C(C2=O)C=CC=C3N. Drug 2: CNC(=O)C1=NC=CC(=C1)OC2=CC=C(C=C2)NC(=O)NC3=CC(=C(C=C3)Cl)C(F)(F)F. Cell line: MOLT-4. Synergy scores: CSS=43.8, Synergy_ZIP=9.48, Synergy_Bliss=6.70, Synergy_Loewe=-12.4, Synergy_HSA=3.66. (3) Drug 1: CC1=C2C(C(=O)C3(C(CC4C(C3C(C(C2(C)C)(CC1OC(=O)C(C(C5=CC=CC=C5)NC(=O)OC(C)(C)C)O)O)OC(=O)C6=CC=CC=C6)(CO4)OC(=O)C)OC)C)OC. Drug 2: C1C(C(OC1N2C=NC3=C(N=C(N=C32)Cl)N)CO)O. Cell line: HOP-62. Synergy scores: CSS=32.1, Synergy_ZIP=-0.451, Synergy_Bliss=-0.922, Synergy_Loewe=-11.5, Synergy_HSA=-0.167. (4) Drug 1: CC=C1C(=O)NC(C(=O)OC2CC(=O)NC(C(=O)NC(CSSCCC=C2)C(=O)N1)C(C)C)C(C)C. Drug 2: C1CC(=O)NC(=O)C1N2C(=O)C3=CC=CC=C3C2=O. Cell line: SNB-19. Synergy scores: CSS=60.7, Synergy_ZIP=5.38, Synergy_Bliss=0.892, Synergy_Loewe=-49.5, Synergy_HSA=-0.418.